This data is from Full USPTO retrosynthesis dataset with 1.9M reactions from patents (1976-2016). The task is: Predict the reactants needed to synthesize the given product. (1) Given the product [O:1]([CH3:11])[CH:2]1[O:8][C@@H:7]([CH2:9][OH:10])[C@@H:5]([OH:6])[C@@H:3]1[OH:4], predict the reactants needed to synthesize it. The reactants are: [O:1]=[CH:2][C@H:3]([C@@H:5]([C@H:7]([CH2:9][OH:10])[OH:8])[OH:6])[OH:4].[CH3:11]O. (2) Given the product [C:25]([C:22]1[S:21][C:20]([O:12][C:8]2[CH:9]=[C:10]([CH3:11])[C:5]3[CH:4]([CH2:13][C:14]([O:16][CH2:17][CH3:18])=[O:15])[O:3][B:2]([OH:1])[C:6]=3[CH:7]=2)=[N:24][CH:23]=1)#[N:26], predict the reactants needed to synthesize it. The reactants are: [OH:1][B:2]1[C:6]2[CH:7]=[C:8]([OH:12])[CH:9]=[C:10]([CH3:11])[C:5]=2[CH:4]([CH2:13][C:14]([O:16][CH2:17][CH3:18])=[O:15])[O:3]1.Cl[C:20]1[S:21][C:22]([C:25]#[N:26])=[CH:23][N:24]=1.C(=O)([O-])[O-].[Cs+].[Cs+]. (3) Given the product [CH:1]1([N:4]2[C:10]3[C:9](=[CH:14][C:13]([F:15])=[C:12]([I:16])[C:11]=3[CH3:17])[C:8](=[O:19])[NH:7][C:5]2=[O:6])[CH2:3][CH2:2]1, predict the reactants needed to synthesize it. The reactants are: [CH:1]1([NH:4][C:5]([NH:7][C:8](=[O:19])[C:9]2[CH:14]=[C:13]([F:15])[C:12]([I:16])=[C:11]([CH3:17])[C:10]=2F)=[O:6])[CH2:3][CH2:2]1.[H-].[Na+].Cl. (4) Given the product [Br:1][C:2]1[CH:10]=[C:15]2[C:5]([C:6]([CH:7]=[O:17])=[CH:11][NH:12]2)=[CH:4][CH:3]=1, predict the reactants needed to synthesize it. The reactants are: [Br:1][C:2]1[CH:10]=C2[C:5]([CH:6]=[CH:7]N2)=[CH:4][CH:3]=1.[CH3:11][N+:12]([CH3:15])=CCl.[Cl-].[OH2:17].[OH-].[Na+]. (5) Given the product [CH:5]1[CH:6]=[N:1][CH:2]=[C:3]([CH2:7][C:8]([P:15]([OH:18])([OH:17])=[O:16])([P:11]([OH:14])([OH:13])=[O:12])[OH:10])[CH:4]=1, predict the reactants needed to synthesize it. The reactants are: [N:1]1[CH:6]=[CH:5][CH:4]=[C:3]([CH2:7][C:8]([OH:10])=O)[CH:2]=1.[P:11]([OH:14])([OH:13])[OH:12].[P:15](=O)([OH:18])([OH:17])[OH:16].P(Cl)(Cl)(Cl)=O. (6) Given the product [CH3:47][O:46][CH2:6][CH2:7][CH2:8][NH:9][C:10]([C:12]1[CH:17]=[CH:16][C:15]([C:18]2[CH:23]=[CH:22][CH:21]=[C:20]([NH:24][S:25]([C:28]3[CH:33]=[C:32]([CH3:34])[C:31]([Cl:35])=[CH:30][C:29]=3[CH3:36])(=[O:27])=[O:26])[CH:19]=2)=[CH:14][CH:13]=1)=[O:11], predict the reactants needed to synthesize it. The reactants are: C(OC1C=C(OC)[C:7]([CH2:8][N:9](CCCOC)[C:10]([C:12]2[CH:17]=[CH:16][C:15]([C:18]3[CH:23]=[CH:22][CH:21]=[C:20]([NH:24][S:25]([C:28]4[CH:33]=[C:32]([CH3:34])[C:31]([Cl:35])=[CH:30][C:29]=4[CH3:36])(=[O:27])=[O:26])[CH:19]=3)=[CH:14][CH:13]=2)=[O:11])=[C:6]([O:46][CH3:47])C=1)C.C(O)(C(F)(F)F)=O. (7) Given the product [CH3:1][O:2][C:3]1[CH:4]=[C:5]2[C:10](=[CH:11][C:12]=1[O:13][CH3:14])[CH:9]([CH2:15][CH2:16][C:17]1[CH:22]=[CH:21][CH:20]=[C:19]([O:23][CH3:24])[CH:18]=1)[N:8]([CH:26]([C:31]1[CH:36]=[CH:35][CH:34]=[CH:33][CH:32]=1)[C:27]([OH:29])=[O:28])[CH2:7][CH2:6]2, predict the reactants needed to synthesize it. The reactants are: [CH3:1][O:2][C:3]1[CH:4]=[C:5]2[C:10](=[CH:11][C:12]=1[O:13][CH3:14])[CH:9]([CH2:15][CH2:16][C:17]1[CH:22]=[CH:21][CH:20]=[C:19]([O:23][CH3:24])[CH:18]=1)[NH:8][CH2:7][CH2:6]2.Br[CH:26]([C:31]1[CH:36]=[CH:35][CH:34]=[CH:33][CH:32]=1)[C:27]([O:29]C)=[O:28].